Dataset: Forward reaction prediction with 1.9M reactions from USPTO patents (1976-2016). Task: Predict the product of the given reaction. (1) Given the reactants [NH2:1][C:2]1[CH:3]=[C:4]2[C:9](=[CH:10][C:11]=1[O:12]C)[N:8]=[C:7]([O:14][CH:15]([CH3:17])[CH3:16])[CH:6]=[C:5]2[C:18]([F:21])([F:20])[F:19], predict the reaction product. The product is: [NH2:1][C:2]1[CH:3]=[C:4]2[C:9](=[CH:10][C:11]=1[OH:12])[N:8]=[C:7]([O:14][CH:15]([CH3:17])[CH3:16])[CH:6]=[C:5]2[C:18]([F:21])([F:19])[F:20]. (2) Given the reactants [Cl:1][C:2]1[CH:3]=[C:4]([C@H:9]([O:23][CH2:24][C:25]#[N:26])[C@@H:10]2[CH2:15][CH2:14][CH2:13][N:12]([C:16]([O:18][C:19]([CH3:22])([CH3:21])[CH3:20])=[O:17])[CH2:11]2)[CH:5]=[CH:6][C:7]=1[F:8].S(C)C.CO, predict the reaction product. The product is: [NH2:26][CH2:25][CH2:24][O:23][C@@H:9]([C:4]1[CH:5]=[CH:6][C:7]([F:8])=[C:2]([Cl:1])[CH:3]=1)[C@@H:10]1[CH2:15][CH2:14][CH2:13][N:12]([C:16]([O:18][C:19]([CH3:22])([CH3:21])[CH3:20])=[O:17])[CH2:11]1. (3) Given the reactants C([O-])([O-])=O.[Cs+].[Cs+].[F:7][C:8]1[CH:9]=[C:10]([CH:15]2[CH2:20][CH2:19][N:18](C)[CH2:17][CH:16]2[C:22]([O:24][CH3:25])=[O:23])[CH:11]=[CH:12][C:13]=1[CH3:14].CC(Cl)OC(Cl)=O.CCN(C(C)C)C(C)C.[CH2:42]([O:49][C:50]([O:52]N1C(=O)CCC1=O)=O)[C:43]1[CH:48]=[CH:47][CH:46]=[CH:45][CH:44]=1, predict the reaction product. The product is: [F:7][C:8]1[CH:9]=[C:10]([CH:15]2[CH2:20][CH2:19][N:18]([C:50]([O:49][CH2:42][C:43]3[CH:44]=[CH:45][CH:46]=[CH:47][CH:48]=3)=[O:52])[CH2:17][CH:16]2[C:22]([O:24][CH3:25])=[O:23])[CH:11]=[CH:12][C:13]=1[CH3:14]. (4) Given the reactants Br[C:2]1[C:7]([CH3:8])=[CH:6][C:5]([Br:9])=[CH:4][N:3]=1.[C:10]([O:14][C:15]([N:17]1[CH2:22][CH:21]=[C:20](B2OC(C)(C)C(C)(C)O2)[CH2:19][CH2:18]1)=[O:16])([CH3:13])([CH3:12])[CH3:11].O1CCOCC1.C(=O)([O-])[O-].[Na+].[Na+], predict the reaction product. The product is: [C:10]([O:14][C:15]([N:17]1[CH2:18][CH:19]=[C:20]([C:2]2[C:7]([CH3:8])=[CH:6][C:5]([Br:9])=[CH:4][N:3]=2)[CH2:21][CH2:22]1)=[O:16])([CH3:13])([CH3:11])[CH3:12]. (5) Given the reactants Cl[C:2]1[N:11]=[C:10](Cl)[C:9]2[C:4](=[CH:5][CH:6]=[CH:7][CH:8]=2)[N:3]=1.[Br:13][C:14]1[CH:20]=[CH:19][C:17]([NH2:18])=[CH:16][CH:15]=1.[CH3:21][C:22]1[CH:26]=[C:25]([CH3:27])[NH:24][N:23]=1, predict the reaction product. The product is: [Br:13][C:14]1[CH:20]=[CH:19][C:17]([NH:18][C:10]2[C:9]3[C:4](=[CH:5][CH:6]=[CH:7][CH:8]=3)[N:3]=[C:2]([N:23]3[C:22]([CH3:21])=[CH:26][C:25]([CH3:27])=[N:24]3)[N:11]=2)=[CH:16][CH:15]=1. (6) Given the reactants [Br:1][C:2]1[C:15]2[C:16]3=[C:17]4[C:12](=[CH:13][CH:14]=2)[CH:11]=[CH:10][C:9](Br)=[C:8]4[CH:7]=[CH:6][C:5]3=[CH:4][CH:3]=1.[C:19]1([NH:25][C:26]2[CH:35]=[CH:34][C:33]3[C:28](=[CH:29][CH:30]=[CH:31][CH:32]=3)[CH:27]=2)[CH:24]=[CH:23][CH:22]=[CH:21][CH:20]=1.CC(C)([O-])C.[Na+], predict the reaction product. The product is: [Br:1][C:2]1[CH:3]=[CH:4][C:5]2[C:16]3=[C:17]4[C:12](=[CH:11][CH:10]=[C:9]([N:25]([C:26]5[CH:35]=[CH:34][C:33]6[C:28](=[CH:29][CH:30]=[CH:31][CH:32]=6)[CH:27]=5)[C:19]5[CH:24]=[CH:23][CH:22]=[CH:21][CH:20]=5)[C:8]4=[CH:7][CH:6]=2)[CH:13]=[CH:14][C:15]=13.